From a dataset of Forward reaction prediction with 1.9M reactions from USPTO patents (1976-2016). Predict the product of the given reaction. (1) Given the reactants Cl[C:2]1[CH:7]=[N:6][CH:5]=[C:4]([Cl:8])[N:3]=1.[CH3:9][C:10]([O:13][C:14]([NH:16][CH:17]1[CH2:22][CH2:21][NH:20][CH2:19][CH2:18]1)=[O:15])([CH3:12])[CH3:11].C([O-])([O-])=O.[K+].[K+].C[Sn](C)(C)C1N=C(N2CCC(NC(=O)OC(C)(C)C)CC2)C=NC=1, predict the reaction product. The product is: [Cl:8][C:4]1[N:3]=[C:2]([N:20]2[CH2:19][CH2:18][CH:17]([NH:16][C:14](=[O:15])[O:13][C:10]([CH3:11])([CH3:9])[CH3:12])[CH2:22][CH2:21]2)[CH:7]=[N:6][CH:5]=1. (2) Given the reactants C(N(C(C)C)CC)(C)C.Cl.Cl.[NH:12]1[CH:16]=[CH:15][N:14]=[C:13]1[NH:17][C:18](=[O:31])[CH2:19][CH2:20][CH2:21][CH2:22][CH2:23][CH2:24][CH2:25][CH2:26][CH2:27][CH2:28][CH2:29][NH2:30].I.[NH2:33][C:34]1[C:35]([C:42]([NH:44][C:45](=[NH:48])SC)=[O:43])=[N:36][C:37]([Cl:41])=[C:38]([NH2:40])[N:39]=1, predict the reaction product. The product is: [NH:12]1[CH:16]=[CH:15][N:14]=[C:13]1[NH:17][C:18](=[O:31])[CH2:19][CH2:20][CH2:21][CH2:22][CH2:23][CH2:24][CH2:25][CH2:26][CH2:27][CH2:28][CH2:29][NH:30][C:45]([NH2:48])=[N:44][C:42]([C:35]1[C:34]([NH2:33])=[N:39][C:38]([NH2:40])=[C:37]([Cl:41])[N:36]=1)=[O:43]. (3) Given the reactants [C:1](C1C=CC(O)=CC=1F)#[N:2].C(C1N(C2CCN(C(OC(C)C)=O)CC2)N=CC=1CO)#N.[Si](OCCS[C:43]1[CH:69]=[CH:68][C:46]([O:47][CH2:48][C:49]2[CH:50]=[N:51][N:52]([CH:56]3[CH2:61][CH2:60][N:59]([C:62]([O:64][CH:65]([CH3:67])[CH3:66])=[O:63])[CH2:58][CH2:57]3)[C:53]=2[C:54]#[N:55])=[C:45]([F:70])[CH:44]=1)(C(C)(C)C)(C)C, predict the reaction product. The product is: [C:54]([C:53]1[N:52]([CH:56]2[CH2:61][CH2:60][N:59]([C:62]([O:64][CH:65]([CH3:66])[CH3:67])=[O:63])[CH2:58][CH2:57]2)[N:51]=[CH:50][C:49]=1[CH2:48][O:47][C:46]1[CH:68]=[CH:69][C:43]([C:1]#[N:2])=[CH:44][C:45]=1[F:70])#[N:55]. (4) Given the reactants [CH3:1][O:2][C:3]1[CH:31]=[CH:30][C:6]([CH2:7][NH:8][C:9]2[N:14]=[C:13]([CH2:15][CH2:16][CH2:17][CH2:18][CH:19](O)[CH:20]=[CH:21][C:22]3[CH:23]=[N:24][C:25]([CH3:28])=[N:26][CH:27]=3)[CH:12]=[CH:11][CH:10]=2)=[CH:5][CH:4]=1.C(O)(=O)CC.Cl.[Cl-].[Na+].O.[C:41]([CH3:51])(OCC)([O:45]CC)[O:42][CH2:43][CH3:44], predict the reaction product. The product is: [CH2:43]([O:42][C:41](=[O:45])[CH2:51][CH:21]([C:22]1[CH:23]=[N:24][C:25]([CH3:28])=[N:26][CH:27]=1)[CH:20]=[CH:19][CH2:18][CH2:17][CH2:16][CH2:15][C:13]1[CH:12]=[CH:11][CH:10]=[C:9]([NH:8][CH2:7][C:6]2[CH:30]=[CH:31][C:3]([O:2][CH3:1])=[CH:4][CH:5]=2)[N:14]=1)[CH3:44]. (5) Given the reactants C(OC([N:8]1[CH2:13][CH2:12][CH:11]([CH2:14][C:15]#[C:16][C:17]2[N:25]=[C:24]3[C:20]([N:21]=[CH:22][N:23]3[C@@H:26]3[CH2:30][C@H:29]([NH:31][C:32](=[O:35])[CH2:33][OH:34])[C@@H:28]([OH:36])[C@H:27]3[OH:37])=[C:19]([NH:38][C@H:39]([CH2:47][OH:48])[CH2:40][C:41]3[CH:46]=[CH:45][CH:44]=[CH:43][CH:42]=3)[N:18]=2)[CH2:10][CH2:9]1)=O)(C)(C)C, predict the reaction product. The product is: [OH:36][C@H:28]1[C@@H:27]([OH:37])[C@H:26]([N:23]2[CH:22]=[N:21][C:20]3[C:24]2=[N:25][C:17]([C:16]#[C:15][CH2:14][CH:11]2[CH2:12][CH2:13][NH:8][CH2:9][CH2:10]2)=[N:18][C:19]=3[NH:38][C@H:39]([CH2:47][OH:48])[CH2:40][C:41]2[CH:42]=[CH:43][CH:44]=[CH:45][CH:46]=2)[CH2:30][C@@H:29]1[NH:31][C:32](=[O:35])[CH2:33][OH:34].